Dataset: Retrosynthesis with 50K atom-mapped reactions and 10 reaction types from USPTO. Task: Predict the reactants needed to synthesize the given product. (1) Given the product CCc1nc2c(C)cc(C)nc2n1Cc1ccc(NC(=O)CCCCN2CCCCC2)cc1, predict the reactants needed to synthesize it. The reactants are: C1CCNCC1.CCc1nc2c(C)cc(C)nc2n1Cc1ccc(NC(=O)CCCCCl)cc1. (2) Given the product CC1(C)Oc2ccc(CC(=O)NC3CCCc4ccccc43)cc2C2OC21, predict the reactants needed to synthesize it. The reactants are: CC1(C)C=Cc2cc(CC(=O)NC3CCCc4ccccc43)ccc2O1.O=C([O-])O. (3) Given the product COCOc1cc(-c2ccccc2SC)ccc1CCNS(=O)(=O)c1cc(C#N)ccc1OC, predict the reactants needed to synthesize it. The reactants are: COCOc1cc(OS(=O)(=O)C(F)(F)F)ccc1CCNS(=O)(=O)c1cc(C#N)ccc1OC.CSc1ccccc1B(O)O.